Dataset: Forward reaction prediction with 1.9M reactions from USPTO patents (1976-2016). Task: Predict the product of the given reaction. (1) Given the reactants [CH3:1][O:2][C:3](=[O:12])[C:4]1[CH:9]=[CH:8][C:7]([I:10])=[C:6]([OH:11])[CH:5]=1.[CH2:13](Br)[C:14]1[CH:19]=[CH:18][CH:17]=[CH:16][CH:15]=1.C(=O)([O-])[O-].[K+].[K+], predict the reaction product. The product is: [CH3:1][O:2][C:3](=[O:12])[C:4]1[CH:9]=[CH:8][C:7]([I:10])=[C:6]([O:11][CH2:13][C:14]2[CH:19]=[CH:18][CH:17]=[CH:16][CH:15]=2)[CH:5]=1. (2) Given the reactants CS[C:3]1[N:8]=[C:7]([C:9]2[CH:14]=[CH:13][CH:12]=[CH:11][N:10]=2)[N:6]=[CH:5][N:4]=1.O.[NH2:16][NH2:17], predict the reaction product. The product is: [N:10]1[CH:11]=[CH:12][CH:13]=[CH:14][C:9]=1[C:7]1[N:6]=[CH:5][N:4]=[C:3]([NH:16][NH2:17])[N:8]=1. (3) Given the reactants [Cl:1][C:2]1[CH:3]=[C:4]([C:18]([NH:20][C@H:21]([C:23]2[CH:32]=[CH:31][C:26]([C:27]([O:29][CH3:30])=[O:28])=[CH:25][CH:24]=2)[CH3:22])=[O:19])[C:5]([N:8]([CH3:17])[CH2:9]CC2C=CC=CC=2)=[N:6][CH:7]=1.[Cl:33][C:34]1[CH:42]=[CH:41][CH:40]=[CH:39][C:35]=1CCN, predict the reaction product. The product is: [Cl:1][C:2]1[CH:3]=[C:4]([C:18]([NH:20][C@H:21]([C:23]2[CH:32]=[CH:31][C:26]([C:27]([O:29][CH3:30])=[O:28])=[CH:25][CH:24]=2)[CH3:22])=[O:19])[C:5]([N:8]([CH2:9][C:35]2[CH:39]=[CH:40][CH:41]=[CH:42][C:34]=2[Cl:33])[CH3:17])=[N:6][CH:7]=1. (4) Given the reactants [Cl:1][C:2]1[CH:7]=[C:6]2[NH:8][C:9](=[O:32])[C:10]3([CH:14]([CH2:15][C:16]([C:19]#[N:20])([CH3:18])[CH3:17])[NH:13][CH:12]([C:21](O)=[O:22])[CH:11]3[C:24]3[CH:29]=[CH:28][CH:27]=[C:26]([Cl:30])[C:25]=3[F:31])[C:5]2=[CH:4][CH:3]=1.CN(C(ON1N=NC2C=CC=NC1=2)=[N+](C)C)C.F[P-](F)(F)(F)(F)F.CCN(C(C)C)C(C)C.[NH2:66][C:67]1[CH:68]=[CH:69][C:70]([C:73]([O:75][CH3:76])=[O:74])=[N:71][CH:72]=1, predict the reaction product. The product is: [Cl:1][C:2]1[CH:7]=[C:6]2[NH:8][C:9](=[O:32])[C@@:10]3([C@H:14]([CH2:15][C:16]([C:19]#[N:20])([CH3:18])[CH3:17])[NH:13][C@@H:12]([C:21]([NH:66][C:67]4[CH:68]=[CH:69][C:70]([C:73]([O:75][CH3:76])=[O:74])=[N:71][CH:72]=4)=[O:22])[C@@H:11]3[C:24]3[CH:29]=[CH:28][CH:27]=[C:26]([Cl:30])[C:25]=3[F:31])[C:5]2=[CH:4][CH:3]=1. (5) Given the reactants N1C2C(=CC=C3C=2N=CC=C3)C=CC=1.[SH:15][CH:16]1[CH2:21][CH2:20][N:19]([C:22]([O:24][C:25]([CH3:28])([CH3:27])[CH3:26])=[O:23])[CH2:18][CH2:17]1.[CH3:29][O:30][C:31]1[CH:58]=[CH:57][C:34]([CH2:35][N:36]2[C:40]3=[N:41][CH:42]=[CH:43][C:44]([O:45][C:46]4[CH:51]=[CH:50][C:49]([N+:52]([O-])=O)=[CH:48][C:47]=4[F:55])=[C:39]3[C:38](I)=[N:37]2)=[CH:33][CH:32]=1.[F-].[K+], predict the reaction product. The product is: [CH3:29][O:30][C:31]1[CH:32]=[CH:33][C:34]([CH2:35][N:36]2[C:40]3=[N:41][CH:42]=[CH:43][C:44]([O:45][C:46]4[CH:51]=[CH:50][C:49]([NH2:52])=[CH:48][C:47]=4[F:55])=[C:39]3[C:38]([S:15][CH:16]3[CH2:17][CH2:18][N:19]([C:22]([O:24][C:25]([CH3:28])([CH3:27])[CH3:26])=[O:23])[CH2:20][CH2:21]3)=[N:37]2)=[CH:57][CH:58]=1. (6) Given the reactants [CH3:1][C:2]1[C:7]([O:8][C:9]2[CH:14]=[CH:13][N:12]=[C:11]([NH:15][C:16]([CH:18]3[CH2:20][CH2:19]3)=[O:17])[CH:10]=2)=[CH:6][CH:5]=[C:4]([N+:21]([O-])=O)[N:3]=1, predict the reaction product. The product is: [NH2:21][C:4]1[N:3]=[C:2]([CH3:1])[C:7]([O:8][C:9]2[CH:14]=[CH:13][N:12]=[C:11]([NH:15][C:16]([CH:18]3[CH2:20][CH2:19]3)=[O:17])[CH:10]=2)=[CH:6][CH:5]=1.